This data is from Catalyst prediction with 721,799 reactions and 888 catalyst types from USPTO. The task is: Predict which catalyst facilitates the given reaction. (1) Reactant: [Br:1]Br.[N+:3]([C:6]1[CH:7]=[C:8]2[C:12](=[CH:13][CH:14]=1)[NH:11][CH2:10][CH2:9]2)([O-:5])=[O:4]. Product: [Br:1][C:13]1[CH:14]=[C:6]([N+:3]([O-:5])=[O:4])[CH:7]=[C:8]2[C:12]=1[NH:11][CH2:10][CH2:9]2. The catalyst class is: 15. (2) Reactant: [CH:1]1[C:7]([NH2:8])=[N:6][C:4](=[O:5])[N:3]([C@@H:9]2[O:13][C@H:12]([CH2:14][OH:15])[C@@H:11]([OH:16])[C:10]2([F:18])[F:17])[CH:2]=1.[ClH:19]. Product: [CH:1]1[C:7]([NH2:8])=[N:6][C:4](=[O:5])[N:3]([C@@H:9]2[O:13][C@H:12]([CH2:14][OH:15])[C@@H:11]([OH:16])[C:10]2([F:17])[F:18])[CH:2]=1.[ClH:19]. The catalyst class is: 12. (3) Reactant: C[O:2][C:3](=[O:21])[CH2:4][CH2:5][CH2:6][CH2:7][N:8]1[CH:12]=[C:11]([C:13]2[CH:18]=[CH:17][CH:16]=[CH:15][C:14]=2[O:19]C)[N:10]=[N:9]1.Br. Product: [OH:19][C:14]1[CH:15]=[CH:16][CH:17]=[CH:18][C:13]=1[C:11]1[N:10]=[N:9][N:8]([CH2:7][CH2:6][CH2:5][CH2:4][C:3]([OH:21])=[O:2])[CH:12]=1. The catalyst class is: 15. (4) Reactant: [NH2:1][C@H:2]([C:8]([O:10][CH2:11][C:12]1[CH:17]=[CH:16][CH:15]=[CH:14][CH:13]=1)=[O:9])[CH2:3][CH2:4][C:5]([OH:7])=[O:6].[C:18]([O:48][C:49]([CH3:52])([CH3:51])[CH3:50])(=[O:47])[CH2:19][CH2:20][CH2:21][CH2:22][CH2:23][CH2:24][CH2:25][CH2:26][CH2:27][CH2:28][CH2:29][CH2:30][CH2:31][CH2:32][C:33](OC1C(F)=C(F)C(F)=C(F)C=1F)=[O:34].CCN(C(C)C)C(C)C.C(O)(=O)CC(CC(O)=O)(C(O)=O)O. Product: [CH2:11]([O:10][C:8](=[O:9])[C@@H:2]([NH:1][C:33](=[O:34])[CH2:32][CH2:31][CH2:30][CH2:29][CH2:28][CH2:27][CH2:26][CH2:25][CH2:24][CH2:23][CH2:22][CH2:21][CH2:20][CH2:19][C:18]([O:48][C:49]([CH3:51])([CH3:50])[CH3:52])=[O:47])[CH2:3][CH2:4][C:5]([OH:7])=[O:6])[C:12]1[CH:13]=[CH:14][CH:15]=[CH:16][CH:17]=1. The catalyst class is: 9. (5) Reactant: I[C:2]1[C:10]2[C:5](=[CH:6][C:7]([CH:11]=[O:12])=[CH:8][CH:9]=2)[NH:4][N:3]=1.CCN(CC)CC.[C:20]([C:22]1[CH:23]=[N:24][CH:25]=[CH:26][CH:27]=1)#[CH:21]. Product: [N:24]1[CH:25]=[CH:26][CH:27]=[C:22]([C:20]#[C:21][C:2]2[C:10]3[C:5](=[CH:6][C:7]([CH:11]=[O:12])=[CH:8][CH:9]=3)[NH:4][N:3]=2)[CH:23]=1. The catalyst class is: 538. (6) Reactant: [OH:1][C:2]1[N:6]([C:7]2[CH:12]=[CH:11][C:10]([S:13]([OH:16])(=[O:15])=[O:14])=[CH:9][CH:8]=2)[N:5]=[C:4]([CH3:17])[CH:3]=1.[NH:18]1[C:26]2[C:21](=[CH:22][CH:23]=[CH:24][CH:25]=2)[C:20]([CH:27]=O)=[CH:19]1.[CH2:29]([N:31]([CH2:34][CH3:35])[CH2:32][CH3:33])[CH3:30].CC(C)=O. Product: [NH:18]1[C:26]2[C:21](=[CH:22][CH:23]=[CH:24][CH:25]=2)[C:20]([CH:27]=[C:3]2[C:2](=[O:1])[N:6]([C:7]3[CH:8]=[CH:9][C:10]([S:13]([O-:16])(=[O:15])=[O:14])=[CH:11][CH:12]=3)[N:5]=[C:4]2[CH3:17])=[CH:19]1.[CH2:29]([NH+:31]([CH2:34][CH3:35])[CH2:32][CH3:33])[CH3:30]. The catalyst class is: 8. (7) Reactant: [F-].C([N+](CCCC)(CCCC)CCCC)CCC.[CH2:19]([O:23][C:24]1[CH2:28][CH:27]([CH2:29][C:30]2[CH:35]=[CH:34][CH:33]=[C:32]([CH2:36][CH2:37][O:38][Si](C(C)C)(C(C)C)C(C)C)[CH:31]=2)[C:26](=[O:49])[CH:25]=1)[CH:20]([CH3:22])[CH3:21]. Product: [OH:38][CH2:37][CH2:36][C:32]1[CH:31]=[C:30]([CH:35]=[CH:34][CH:33]=1)[CH2:29][CH:27]1[C:26](=[O:49])[CH:25]=[C:24]([O:23][CH2:19][CH:20]([CH3:22])[CH3:21])[CH2:28]1. The catalyst class is: 7. (8) Reactant: [CH2:1]([O:3][C:4](=[O:21])[CH:5]([CH:8]1[CH2:13][CH2:12][N:11](C(OC(C)(C)C)=O)[CH2:10][CH2:9]1)[CH2:6][CH3:7])[CH3:2].Cl. Product: [NH:11]1[CH2:12][CH2:13][CH:8]([CH:5]([CH2:6][CH3:7])[C:4]([O:3][CH2:1][CH3:2])=[O:21])[CH2:9][CH2:10]1. The catalyst class is: 12.